Dataset: TCR-epitope binding with 47,182 pairs between 192 epitopes and 23,139 TCRs. Task: Binary Classification. Given a T-cell receptor sequence (or CDR3 region) and an epitope sequence, predict whether binding occurs between them. (1) The epitope is QIKVRVKMV. The TCR CDR3 sequence is CASSLDSGFLEQYF. Result: 0 (the TCR does not bind to the epitope). (2) The epitope is AIMTRCLAV. The TCR CDR3 sequence is CASTLQGAGFTEAFF. Result: 1 (the TCR binds to the epitope). (3) The epitope is GTSGSPIVNR. Result: 1 (the TCR binds to the epitope). The TCR CDR3 sequence is CASSLGTENTIYF. (4) The epitope is FLLNKEMYL. The TCR CDR3 sequence is CASSPPGRSSYEQYF. Result: 0 (the TCR does not bind to the epitope). (5) The epitope is FTISVTTEIL. The TCR CDR3 sequence is CASSFESYTWGTGELFF. Result: 1 (the TCR binds to the epitope). (6) The epitope is GTSGSPIIDK. The TCR CDR3 sequence is CASSVTGEPYEQYF. Result: 1 (the TCR binds to the epitope).